Dataset: NCI-60 drug combinations with 297,098 pairs across 59 cell lines. Task: Regression. Given two drug SMILES strings and cell line genomic features, predict the synergy score measuring deviation from expected non-interaction effect. (1) Drug 1: CCC1=C2CN3C(=CC4=C(C3=O)COC(=O)C4(CC)O)C2=NC5=C1C=C(C=C5)O. Drug 2: CC(C)NC(=O)C1=CC=C(C=C1)CNNC.Cl. Cell line: SF-268. Synergy scores: CSS=33.6, Synergy_ZIP=-7.02, Synergy_Bliss=1.95, Synergy_Loewe=-83.5, Synergy_HSA=-0.788. (2) Drug 1: CC1C(C(CC(O1)OC2CC(CC3=C2C(=C4C(=C3O)C(=O)C5=C(C4=O)C(=CC=C5)OC)O)(C(=O)C)O)N)O.Cl. Cell line: CCRF-CEM. Drug 2: CCC1(CC2CC(C3=C(CCN(C2)C1)C4=CC=CC=C4N3)(C5=C(C=C6C(=C5)C78CCN9C7C(C=CC9)(C(C(C8N6C=O)(C(=O)OC)O)OC(=O)C)CC)OC)C(=O)OC)O.OS(=O)(=O)O. Synergy scores: CSS=48.0, Synergy_ZIP=9.42, Synergy_Bliss=11.3, Synergy_Loewe=-1.78, Synergy_HSA=9.96. (3) Drug 1: CC(C)CN1C=NC2=C1C3=CC=CC=C3N=C2N. Drug 2: CC1CCCC2(C(O2)CC(NC(=O)CC(C(C(=O)C(C1O)C)(C)C)O)C(=CC3=CSC(=N3)C)C)C. Cell line: IGROV1. Synergy scores: CSS=30.3, Synergy_ZIP=0.913, Synergy_Bliss=0.376, Synergy_Loewe=-9.47, Synergy_HSA=-0.471. (4) Drug 1: CCCS(=O)(=O)NC1=C(C(=C(C=C1)F)C(=O)C2=CNC3=C2C=C(C=N3)C4=CC=C(C=C4)Cl)F. Drug 2: C1=C(C(=O)NC(=O)N1)N(CCCl)CCCl. Cell line: SK-MEL-2. Synergy scores: CSS=16.7, Synergy_ZIP=-0.465, Synergy_Bliss=2.63, Synergy_Loewe=-1.64, Synergy_HSA=-1.04. (5) Drug 1: CC1=CC2C(CCC3(C2CCC3(C(=O)C)OC(=O)C)C)C4(C1=CC(=O)CC4)C. Drug 2: C1CC(=O)NC(=O)C1N2C(=O)C3=CC=CC=C3C2=O. Cell line: NCI-H460. Synergy scores: CSS=1.34, Synergy_ZIP=0.491, Synergy_Bliss=1.25, Synergy_Loewe=0.294, Synergy_HSA=0.418. (6) Drug 1: CCC1=CC2CC(C3=C(CN(C2)C1)C4=CC=CC=C4N3)(C5=C(C=C6C(=C5)C78CCN9C7C(C=CC9)(C(C(C8N6C)(C(=O)OC)O)OC(=O)C)CC)OC)C(=O)OC.C(C(C(=O)O)O)(C(=O)O)O. Drug 2: C1CCC(CC1)NC(=O)N(CCCl)N=O. Cell line: OVCAR3. Synergy scores: CSS=57.0, Synergy_ZIP=-2.55, Synergy_Bliss=0.329, Synergy_Loewe=-20.0, Synergy_HSA=0.906. (7) Drug 1: CC12CCC(CC1=CCC3C2CCC4(C3CC=C4C5=CN=CC=C5)C)O. Synergy scores: CSS=80.8, Synergy_ZIP=20.9, Synergy_Bliss=20.1, Synergy_Loewe=4.09, Synergy_HSA=20.5. Drug 2: CC1=C2C(C(=O)C3(C(CC4C(C3C(C(C2(C)C)(CC1OC(=O)C(C(C5=CC=CC=C5)NC(=O)OC(C)(C)C)O)O)OC(=O)C6=CC=CC=C6)(CO4)OC(=O)C)OC)C)OC. Cell line: HT29.